From a dataset of Retrosynthesis with 50K atom-mapped reactions and 10 reaction types from USPTO. Predict the reactants needed to synthesize the given product. (1) Given the product N#Cc1ccc2c(c1)CN(S(=O)(=O)c1cccs1)[C@H](Cc1ccccc1)CN2Cc1c[nH]cn1, predict the reactants needed to synthesize it. The reactants are: N#Cc1ccc2c(c1)CN(S(=O)(=O)c1cccs1)[C@H](Cc1ccccc1)CN2.O=Cc1c[nH]cn1. (2) The reactants are: COC(=O)C1CC(c2ccc(OC(F)(F)F)cc2)CN(C(=O)N2CCC(NC(=O)OC(C)(C)C)CC2)C1. Given the product CC(C)(C)OC(=O)NC1CCN(C(=O)N2CC(C(=O)O)CC(c3ccc(OC(F)(F)F)cc3)C2)CC1, predict the reactants needed to synthesize it.